Binary Classification. Given a drug SMILES string, predict its activity (active/inactive) in a high-throughput screening assay against a specified biological target. From a dataset of Serine/threonine kinase 33 screen with 319,792 compounds. (1) The drug is o1c2c(c(c(CC(OC)=O)c1=O)C)ccc(OCc1n[nH]nn1)c2C. The result is 0 (inactive). (2) The drug is O=C(C1CN(CCC1)Cc1n(ccc1)c1cccnc1)c1cc2OCOc2cc1. The result is 0 (inactive). (3) The drug is O=C1N(C(=C(CC1)C(=O)c1ccccc1)C)c1ccc(OC)cc1. The result is 0 (inactive).